From a dataset of Experimentally validated miRNA-target interactions with 360,000+ pairs, plus equal number of negative samples. Binary Classification. Given a miRNA mature sequence and a target amino acid sequence, predict their likelihood of interaction. (1) The miRNA is hsa-miR-527 with sequence CUGCAAAGGGAAGCCCUUUC. The protein sequence of the target gene is MNRSRQVTCVAWVRCGVAKETPDKVELSKEEVKRLIAEAKEKLQEEGGGSDEEETGSPSEDGMQSARTQARPREPLEDGDPEDDRTLDDDELAEYDLDKYDEEGDPDAETLGESLLGLTVYGSNDQDPYVTLKDTEQYEREDFLIKPSDNLIVCGRAEQDQCNLEVHVYNQEEDSFYVHHDILLSAYPLSVEWLNFDPSPDDSTGNYIAVGNMTPVIEVWDLDIVDSLEPVFTLGSKLSKKKKKKGKKSSSAEGHTDAVLDLSWNKLIRNVLASASADNTVILWDMSLGKPAASLAVHTD.... Result: 0 (no interaction). (2) The miRNA is rno-miR-301a-3p with sequence CAGUGCAAUAGUAUUGUCAAAGC. The protein sequence of the target gene is MDVPARVSRRAAAAAARMLLRTARVPRECWFLPTALLCAYGFFANLRPSEPFLTPYLLGPDKNLTERQVYNEIYPVWTYSYLLLLFPVFLATDYLRYKPVILLQGLSLIVTWFMLLYAQGLLAIQFLEFFYGIATATEIAYYSYIYTVVDLGMYQKVTSYCRSATLVGFTVGSVLGQILVSVVGWSLFSLNVISLTCVSVAFAVAWFLPMPQKSLFFHHIPSSCHGVNGLKVQNGGIVTDTPAANHLPGWEDIESKIPLNLDEPPVEEPEEPKPDRLRVFRVLWNDFLMCYSSRPLLCWS.... Result: 0 (no interaction). (3) The miRNA is hsa-miR-450a-1-3p with sequence AUUGGGAACAUUUUGCAUGUAU. The protein sequence of the target gene is MVDKNIYIIQGEINIVVGAIKRNARWSTHTPLDEERDPLLHSFGHLKEVLNSITELSEIEPNVFLRPFLEVIRSEDTTGPITGLALTSVNKFLSYALIDPTHEGTAEGMENMADAVTHARFVGTDPASDEVVLMKILQVLRTLLLTPVGAHLTNESVCEIMQSCFRICFEMRLSELLRKSAEHTLVDMVQLLFTRLPQFKEEPKNYVGTNMKKLKMRAGGMSDSSKWKKQKRSPRPPRHMTKVTPGSELPTPNGTTLSSNLTGGMPFIDVPTPISSASSEAASAVVSPSTDSGLEFSSQT.... Result: 0 (no interaction). (4) The miRNA is mmu-miR-669f-3p with sequence CAUAUACAUACACACACACGUAU. The protein sequence of the target gene is MAVSWIVFDLWLLTVFLGQIGGHSLFSCEPITLRMCQDLPYNTTFMPNLLNHYDQQTAALAMEPFHPMVNLDCSRDFRPFLCALYAPICMEYGRVTLPCRRLCQRAYSECSKLMEMFGVPWPEDMECSRFPDCDEPYPRLVDLNLVGDPTEGAPVAVQRDYGFWCPRELKIDPDLGYSFLHVRDCSPPCPNMYFRREELSFARYFIGLISIICLSATLFTFLTFLIDVTRFRYPERPIIFYAVCYMMVSLIFFIGFLLEDRVACNASSPAQYKASTVTQGSHNKACTMLFMVLYFFTMAG.... Result: 1 (interaction). (5) The miRNA is hsa-miR-34a-5p with sequence UGGCAGUGUCUUAGCUGGUUGU. The protein sequence of the target gene is MVQLYNLHPFGSQQVVPCKLEPDRFCGGGRDALFVAAGCKVEAFAVAGQELCQPRCAFSTLGRVLRLAYSEAGDYLVAIEEKNKATFLRAYVNWRNKRTENSRVCIRMIGHNVEGPFSKAFRDQMYIIEMPLSEAPLCISCCPVKGDLLVGCTNKLVLFSLKYQIINEEFSLLDFERSLIIHIDNITPVEVSFCVGYVAVMSDLEVLIVKLESGPKNGERVHHHPHKTNNRIRRTEEGISNEISQLESDDFVICQKPLELLGEKSEQSGLSVTLESTGLADEKRKYSHFQHLLYRRFAPD.... Result: 0 (no interaction). (6) The miRNA is hsa-miR-4670-3p with sequence UGAAGUUACAUCAUGGUCGCUU. The protein sequence of the target gene is MEGSLEREAPAGALAAVLKHSSTLPPESTQVRGYDFNRGVNYRALLEAFGTTGFQATNFGRAVQQVNAMIEKKLEPLSQDEDQHADLTQSRRPLTSCTIFLGYTSNLISSGIRETIRYLVQHNMVDVLVTTAGGVEEDLIKCLAPTYLGEFSLRGKELRENGINRIGNLLVPNENYCKFEDWLMPILDQMVMEQNTEGVKWTPSKMIARLGKEINNPESVYYWAQKNHIPVFSPALTDGSLGDMIFFHSYKNPGLVLDIVEDLRLINTQAIFAKCTGMIILGGGVVKHHIANANLMRNGA.... Result: 0 (no interaction). (7) The miRNA is hsa-miR-548t-5p with sequence CAAAAGUGAUCGUGGUUUUUG. The protein sequence of the target gene is MNLIVKLRRSFRTLIVLLATFCLVSIVISAYFLYSGYKQEMTLIETTAEAECTDIKILPYRSMELKTVKPIDTSKTDPTVLLFVESQYSQLGQDIIAILESSRFQYHMVIAPGKGDIPPLTDNGKGKYTLVIYENILKYVSMDSWNRELLEKYCVEYSVSIIGFHKANENSLPSTQLKGFPLNLFNNLALKDCFVNPQSPLLHITKAPKVEKGPLPGEDWTIFQYNHSTYQPVLLTELQTEKSLSSLSSKTLFATVIQDLGLHDGIQRVLFGNNLNFWLHKLIFIDAISFLSGKRLTLSL.... Result: 1 (interaction). (8) The miRNA is mmu-miR-3067-5p with sequence AGUUCUCAGGCCCGCUGUGGUGU. The protein sequence of the target gene is MSDESASGSDPDLDPDVELEDEEEEEEEEEVAVEEHDRDDEEGLLDDTSLEGMCGTEHAQLGEDGQRPPRCTSTTSSQSEPSEQLRHQGKILASEDPKKKRAQKPSHMRRNIRKLLREDQLEPVTKAAQQEELERRKRLEQQRKEYAAPIPTVPLEFLPEEIVLRASDGPQLPPRVLAQEVICLDSSSGSEDEKSSRDEVIELSSGEEDTLHIVDSSESVSEEDEEEEKGGTHVNDALNQHDALGRVLVNLNHPPEEENVFLAPQLARAVKPHQIGGIRFLYDNLVESLERFKTSSGFGC.... Result: 1 (interaction). (9) The miRNA is hsa-miR-431-3p with sequence CAGGUCGUCUUGCAGGGCUUCU. The protein sequence of the target gene is MAGKKVCIVGSGNWGSAIAKIVGSNASQLAHFDPRVTMWVFEEDIGGRKLTEIINTQHENVKYLPGHKLPPNVVAVPDVVQAATGADILVFVVPHQFIGKICDQLKGHLKANTIGISLIKGIDEGPNGLKLISEVIGESLGIPMSVLMGANIASEVAEEKFCETTIGCKDPAQGQLLKELMQTPNFRITVVQEVDTVEICGALKNIVAVGAGFCDGLGFGDNTKAAVIRLGLMEMIAFAKLFCSGSVSSATFLESCGVADLITTCYGGRNRKVAEAFARTGKSIEQLEKEMLNGQKLQGP.... Result: 0 (no interaction).